The task is: Predict the product of the given reaction.. This data is from Forward reaction prediction with 1.9M reactions from USPTO patents (1976-2016). (1) The product is: [C:34]([C:31]1[CH:30]=[CH:29][C:28]([O:27][CH2:26][CH2:25][N:19]([CH2:18][CH2:17][N:12]2[CH2:11][CH:10]3[O:16][CH:14]([CH2:15][NH:8][CH2:9]3)[CH2:13]2)[C:20]([N:22]([CH3:24])[CH3:23])=[O:21])=[CH:33][CH:32]=1)#[N:35]. Given the reactants C(OC([N:8]1[CH2:15][CH:14]2[O:16][CH:10]([CH2:11][N:12]([CH2:17][CH2:18][N:19]([CH2:25][CH2:26][O:27][C:28]3[CH:33]=[CH:32][C:31]([C:34]#[N:35])=[CH:30][CH:29]=3)[C:20]([N:22]([CH3:24])[CH3:23])=[O:21])[CH2:13]2)[CH2:9]1)=O)(C)(C)C, predict the reaction product. (2) Given the reactants [N:1]12[CH2:8][CH2:7][CH:4]([CH2:5][CH2:6]1)[CH:3]([O:9][C:10]1[CH:27]=[CH:26][C:13]3[N:14]4[CH2:20][N:18]([CH2:19][C:12]=3[CH:11]=1)[C:17]1[CH:21]=[CH:22][C:23]([I:25])=[CH:24][C:16]=1[CH2:15]4)[CH2:2]2.[C:28]([OH:35])(=[O:34])/[CH:29]=[CH:30]/[C:31]([OH:33])=[O:32], predict the reaction product. The product is: [C:28]([OH:35])(=[O:34])/[CH:29]=[CH:30]/[C:31]([OH:33])=[O:32].[N:1]12[CH2:6][CH2:5][CH:4]([CH2:7][CH2:8]1)[CH:3]([O:9][C:10]1[CH:27]=[CH:26][C:13]3[N:14]4[CH2:20][N:18]([CH2:19][C:12]=3[CH:11]=1)[C:17]1[CH:21]=[CH:22][C:23]([I:25])=[CH:24][C:16]=1[CH2:15]4)[CH2:2]2. (3) Given the reactants [Br:1][C:2]1[CH:3]=[C:4]([N+:9]([O-:11])=[O:10])[C:5](Cl)=[N:6][CH:7]=1.[Na].[CH3:13][CH2:14][OH:15], predict the reaction product. The product is: [Br:1][C:2]1[CH:3]=[C:4]([N+:9]([O-:11])=[O:10])[C:5]([O:15][CH2:14][CH3:13])=[N:6][CH:7]=1. (4) Given the reactants C(OC([NH:8][C@@H:9]([C@@H:57]([CH3:60])[CH2:58][CH3:59])[C:10]([O:12][C@H:13]1[CH2:17][C@H:16]([NH:18][C:19]2[C:24]([C:25]([C:27]3[S:28][C:29]([CH3:43])=[C:30]([C@H:32]4[C:41]5[C:36](=[CH:37][CH:38]=[C:39]([Cl:42])[CH:40]=5)[CH2:35][CH2:34][O:33]4)[CH:31]=3)=[O:26])=[CH:23][N:22]=[CH:21][N:20]=2)[CH2:15][C@@H:14]1[CH2:44][O:45][S:46](=[O:56])(=[O:55])[NH:47]C(OC(C)(C)C)=O)=[O:11])=O)(C)(C)C.FC(F)(F)C(O)=O, predict the reaction product. The product is: [NH2:8][C@@H:9]([C@@H:57]([CH3:60])[CH2:58][CH3:59])[C:10]([O:12][C@H:13]1[CH2:17][C@H:16]([NH:18][C:19]2[C:24]([C:25]([C:27]3[S:28][C:29]([CH3:43])=[C:30]([C@H:32]4[C:41]5[C:36](=[CH:37][CH:38]=[C:39]([Cl:42])[CH:40]=5)[CH2:35][CH2:34][O:33]4)[CH:31]=3)=[O:26])=[CH:23][N:22]=[CH:21][N:20]=2)[CH2:15][C@@H:14]1[CH2:44][O:45][S:46](=[O:55])(=[O:56])[NH2:47])=[O:11].